From a dataset of Reaction yield outcomes from USPTO patents with 853,638 reactions. Predict the reaction yield, written as a fraction of the theoretical maximum amount of product (1.0 means a 100% yield; for example, 0.34 means a 34% yield). The yield is 0.810. The product is [Br:1][C:2]1[C:11]2[C:6](=[CH:7][CH:8]=[CH:9][CH:10]=2)[C:5]([CH3:12])=[C:4]([NH:13][S:24]([C:21]2[CH:22]=[CH:23][C:18]([C:16]([O:15][CH3:14])=[O:17])=[C:19]([CH3:28])[CH:20]=2)(=[O:26])=[O:25])[N:3]=1. No catalyst specified. The reactants are [Br:1][C:2]1[C:11]2[C:6](=[CH:7][CH:8]=[CH:9][CH:10]=2)[C:5]([CH3:12])=[C:4]([NH2:13])[N:3]=1.[CH3:14][O:15][C:16]([C:18]1[CH:23]=[CH:22][C:21]([S:24](Cl)(=[O:26])=[O:25])=[CH:20][C:19]=1[CH3:28])=[O:17].